From a dataset of Reaction yield outcomes from USPTO patents with 853,638 reactions. Predict the reaction yield, written as a fraction of the theoretical maximum amount of product (1.0 means a 100% yield; for example, 0.34 means a 34% yield). (1) The reactants are C([SiH](CC)CC)C.[CH2:8]([O:10][C:11]([C:13]1[NH:14][C:15]([C:18](=O)[C:19]2[CH:24]=[CH:23][CH:22]=[CH:21][CH:20]=2)=[CH:16][CH:17]=1)=[O:12])[CH3:9]. The catalyst is FC(F)(F)C(O)=O. The product is [CH2:8]([O:10][C:11]([C:13]1[NH:14][C:15]([CH2:18][C:19]2[CH:24]=[CH:23][CH:22]=[CH:21][CH:20]=2)=[CH:16][CH:17]=1)=[O:12])[CH3:9]. The yield is 0.556. (2) The reactants are [C:1]([O:5][C:6](=[O:22])[NH:7][CH2:8][CH2:9][C:10]1[C:18]2[C:13](=[CH:14][C:15]([N+:19]([O-])=O)=[CH:16][CH:17]=2)[NH:12][CH:11]=1)([CH3:4])([CH3:3])[CH3:2]. The catalyst is CCO.[Ni]. The product is [C:1]([O:5][C:6](=[O:22])[NH:7][CH2:8][CH2:9][C:10]1[C:18]2[C:13](=[CH:14][C:15]([NH2:19])=[CH:16][CH:17]=2)[NH:12][CH:11]=1)([CH3:4])([CH3:2])[CH3:3]. The yield is 0.670.